Dataset: Full USPTO retrosynthesis dataset with 1.9M reactions from patents (1976-2016). Task: Predict the reactants needed to synthesize the given product. (1) Given the product [Cl:22][C:16]1[CH:17]=[C:18]([F:21])[CH:19]=[CH:20][C:15]=1[CH:5]1[N:6]=[C:7]([C:9]2[CH:10]=[N:11][CH:12]=[CH:13][CH:14]=2)[NH:8][C:3]([CH2:2][N:28]2[CH2:33][CH2:32][O:31][CH2:30][CH:29]2[C:34]([OH:36])=[O:35])=[C:4]1[C:23]([O:25][CH2:26][CH3:27])=[O:24], predict the reactants needed to synthesize it. The reactants are: Br[CH2:2][C:3]1[NH:8][C:7]([C:9]2[CH:10]=[N:11][CH:12]=[CH:13][CH:14]=2)=[N:6][CH:5]([C:15]2[CH:20]=[CH:19][C:18]([F:21])=[CH:17][C:16]=2[Cl:22])[C:4]=1[C:23]([O:25][CH2:26][CH3:27])=[O:24].[NH:28]1[CH2:33][CH2:32][O:31][CH2:30][CH:29]1[C:34]([OH:36])=[O:35]. (2) Given the product [CH3:13][N:7]1[C:2]([CH3:1])=[CH:3][C:4]([C:9]([F:12])([F:10])[F:11])=[CH:5][C:6]1=[O:8], predict the reactants needed to synthesize it. The reactants are: [CH3:1][C:2]1[NH:7][C:6](=[O:8])[CH:5]=[C:4]([C:9]([F:12])([F:11])[F:10])[CH:3]=1.[C:13](=O)([O-])[O-].[K+].[K+].IC.O. (3) Given the product [Cl-:16].[S:17]([CH2:36][CH2:37][NH:38][C:39](=[O:52])[CH2:40][N:41]1[C:45]2[CH:46]=[CH:47][CH:48]=[CH:49][C:44]=2[N+:43]([CH3:50])=[C:42]1[CH:51]=[CH:9][C:8]1[CH:7]=[CH:6][C:5]([N:4]([CH2:3][CH2:2][OH:1])[CH2:13][CH2:14][OH:15])=[CH:12][CH:11]=1)[S:18][CH2:19][CH2:20][NH:21][C:22](=[O:35])[CH2:23][N:24]1[C:28]2[CH:29]=[CH:30][CH:31]=[CH:32][C:27]=2[N+:26]([CH3:33])=[C:25]1[CH:34]=[CH:9][C:8]1[CH:11]=[CH:12][C:5]([N:4]([CH2:13][CH2:14][OH:15])[CH2:3][CH2:2][OH:1])=[CH:6][CH:7]=1.[Cl-:16], predict the reactants needed to synthesize it. The reactants are: [OH:1][CH2:2][CH2:3][N:4]([CH2:13][CH2:14][OH:15])[C:5]1[CH:12]=[CH:11][C:8]([CH:9]=O)=[CH:7][CH:6]=1.[Cl-:16].[S:17]([CH2:36][CH2:37][NH:38][C:39](=[O:52])[CH2:40][N:41]1[C:45]2[CH:46]=[CH:47][CH:48]=[CH:49][C:44]=2[N+:43]([CH3:50])=[C:42]1[CH3:51])[S:18][CH2:19][CH2:20][NH:21][C:22](=[O:35])[CH2:23][N:24]1[C:28]2[CH:29]=[CH:30][CH:31]=[CH:32][C:27]=2[N+:26]([CH3:33])=[C:25]1[CH3:34].[Cl-]. (4) Given the product [Cl-:1].[C@@H:2]1([CH2:15][NH+:16]([CH3:18])[CH3:17])[C:14]2[N:6]([N:7]=[C:8]3[C:13]=2[CH:12]=[CH:11][CH:10]=[CH:9]3)[CH2:5][CH2:4][O:3]1, predict the reactants needed to synthesize it. The reactants are: [Cl-:1].[C@H:2]1([CH2:15][NH+:16]([CH3:18])[CH3:17])[C:14]2[N:6]([N:7]=[C:8]3[C:13]=2[CH:12]=[CH:11][CH:10]=[CH:9]3)[CH2:5][CH2:4][O:3]1.[Cl-].[C@@H]1(C[NH2+]C)C2N(N=C3C=2C=CC=C3)CCO1.